Dataset: Forward reaction prediction with 1.9M reactions from USPTO patents (1976-2016). Task: Predict the product of the given reaction. (1) The product is: [ClH:23].[N:11]1([C:14]2[C:15]3[S:22][CH2:21][CH2:20][C:16]=3[N:17]=[CH:18][N:19]=2)[CH2:12][CH2:13][NH:8][CH2:9][CH2:10]1. Given the reactants C(OC([N:8]1[CH2:13][CH2:12][N:11]([C:14]2[C:15]3[S:22][CH2:21][CH2:20][C:16]=3[N:17]=[CH:18][N:19]=2)[CH2:10][CH2:9]1)=O)(C)(C)C.[ClH:23], predict the reaction product. (2) Given the reactants [Cl:1][C:2]1[CH:7]=[C:6]2[NH:8][C:9](=[O:41])[C:10]3([CH:15]([C:16]4[CH:21]=[C:20]([Cl:22])[CH:19]=[CH:18][C:17]=4[O:23][C:24]([CH2:30][CH3:31])([C:27](O)=[O:28])[CH2:25][CH3:26])[CH2:14][C:13](=[O:32])[NH:12][CH:11]3[C:33]3[CH:38]=[C:37]([F:39])[CH:36]=[CH:35][C:34]=3[CH3:40])[C:5]2=[CH:4][CH:3]=1.[NH:42]1[CH2:46][CH2:45][CH2:44][CH2:43]1.CN(C(ON1N=NC2C=CC=NC1=2)=[N+](C)C)C.F[P-](F)(F)(F)(F)F.O, predict the reaction product. The product is: [Cl:1][C:2]1[CH:7]=[C:6]2[NH:8][C:9](=[O:41])[C:10]3([CH:15]([C:16]4[CH:21]=[C:20]([Cl:22])[CH:19]=[CH:18][C:17]=4[O:23][C:24]([CH2:25][CH3:26])([C:27]([N:42]4[CH2:46][CH2:45][CH2:44][CH2:43]4)=[O:28])[CH2:30][CH3:31])[CH2:14][C:13](=[O:32])[NH:12][CH:11]3[C:33]3[CH:38]=[C:37]([F:39])[CH:36]=[CH:35][C:34]=3[CH3:40])[C:5]2=[CH:4][CH:3]=1. (3) Given the reactants [C:1]([C:5]1[CH:6]=[C:7]([CH:21]=[C:22]([C:24]([CH3:27])([CH3:26])[CH3:25])[CH:23]=1)[CH2:8][N:9]1[CH2:14][CH2:13][N:12]([CH2:15][C:16](OCC)=[O:17])[CH2:11][CH2:10]1)([CH3:4])([CH3:3])[CH3:2].[NH2:28][NH2:29], predict the reaction product. The product is: [C:24]([C:22]1[CH:21]=[C:7]([CH:6]=[C:5]([C:1]([CH3:2])([CH3:4])[CH3:3])[CH:23]=1)[CH2:8][N:9]1[CH2:10][CH2:11][N:12]([CH2:15][C:16]([NH:28][NH2:29])=[O:17])[CH2:13][CH2:14]1)([CH3:26])([CH3:27])[CH3:25]. (4) Given the reactants [F:1][C:2]([F:35])([F:34])[C:3]1[CH:4]=[C:5]([CH2:13][O:14][C@@H:15]2[CH2:21][CH2:20][C@@H:19]3[N:22](CC=C)[C@@:16]2([C:28]2[CH:33]=[CH:32][CH:31]=[CH:30][CH:29]=2)[C@@H:17]([C:26]#[N:27])[CH2:18]3)[CH:6]=[C:7]([C:9]([F:12])([F:11])[F:10])[CH:8]=1.CN1C(=O)CC(=O)N(C)C1=O.[OH-].[Na+], predict the reaction product. The product is: [F:11][C:9]([F:10])([F:12])[C:7]1[CH:6]=[C:5]([CH2:13][O:14][C@@H:15]2[CH2:21][CH2:20][C@@H:19]3[NH:22][C@@:16]2([C:28]2[CH:33]=[CH:32][CH:31]=[CH:30][CH:29]=2)[C@@H:17]([C:26]#[N:27])[CH2:18]3)[CH:4]=[C:3]([C:2]([F:1])([F:34])[F:35])[CH:8]=1. (5) Given the reactants [CH3:1][C:2]1([CH3:26])[CH2:6][C:5]2[C:7]([Sn](CCCC)(CCCC)CCCC)=[CH:8][CH:9]=[C:10]([O:11][CH3:12])[C:4]=2[O:3]1.Br[C:28]1[CH:37]=[CH:36][C:31]([C:32]([O:34][CH3:35])=[O:33])=[CH:30][CH:29]=1.C(=O)([O-])[O-].[Na+].[Na+].O, predict the reaction product. The product is: [CH3:26][C:2]1([CH3:1])[CH2:6][C:5]2[C:7]([C:28]3[CH:37]=[CH:36][C:31]([C:32]([O:34][CH3:35])=[O:33])=[CH:30][CH:29]=3)=[CH:8][CH:9]=[C:10]([O:11][CH3:12])[C:4]=2[O:3]1.